From a dataset of Full USPTO retrosynthesis dataset with 1.9M reactions from patents (1976-2016). Predict the reactants needed to synthesize the given product. (1) Given the product [CH2:3]([O:5][C:6](=[O:16])[CH:7]=[CH:27][C:26]([CH3:29])=[CH:25][C:19]1[CH:20]=[CH:21][C:22]([Cl:24])=[CH:23][C:18]=1[Cl:17])[CH3:4], predict the reactants needed to synthesize it. The reactants are: [H-].[Na+].[CH2:3]([O:5][C:6](=[O:16])[CH2:7]P(OCC)(OCC)=O)[CH3:4].[Cl:17][C:18]1[CH:23]=[C:22]([Cl:24])[CH:21]=[CH:20][C:19]=1[CH:25]=[C:26]([CH3:29])[CH:27]=O. (2) Given the product [C:13]([O:12][C:9]1([CH2:8][O:7][CH:2]2[CH2:3][CH2:4][CH2:5][CH2:6][O:1]2)[CH2:10][CH2:11]1)(=[O:20])[C:14]1[CH:19]=[CH:18][CH:17]=[CH:16][CH:15]=1, predict the reactants needed to synthesize it. The reactants are: [O:1]1[CH2:6][CH2:5][CH2:4][CH2:3][CH:2]1[O:7][CH2:8][C:9]1([OH:12])[CH2:11][CH2:10]1.[C:13](Cl)(=[O:20])[C:14]1[CH:19]=[CH:18][CH:17]=[CH:16][CH:15]=1.